This data is from Forward reaction prediction with 1.9M reactions from USPTO patents (1976-2016). The task is: Predict the product of the given reaction. (1) Given the reactants [F:1][C:2]1[CH:7]=[C:6]([F:8])[CH:5]=[CH:4][C:3]=1[C:9]1[C:10]2[N:11]([CH:24]=[C:25]([C:27]([O:29]CC)=[O:28])[N:26]=2)[CH:12]=[C:13]([C:15]2[S:19][C:18]([CH2:20][CH:21]([CH3:23])[CH3:22])=[N:17][CH:16]=2)[CH:14]=1.[OH-].[Na+], predict the reaction product. The product is: [F:1][C:2]1[CH:7]=[C:6]([F:8])[CH:5]=[CH:4][C:3]=1[C:9]1[C:10]2[N:11]([CH:24]=[C:25]([C:27]([OH:29])=[O:28])[N:26]=2)[CH:12]=[C:13]([C:15]2[S:19][C:18]([CH2:20][CH:21]([CH3:23])[CH3:22])=[N:17][CH:16]=2)[CH:14]=1. (2) Given the reactants O[C:2]1[C:7]([Cl:8])=[CH:6][C:5]([Cl:9])=[CH:4][C:3]=1[NH:10][C:11](=[O:22])[C:12]1[CH:17]=[C:16]([N+:18]([O-:20])=[O:19])[CH:15]=[CH:14][C:13]=1[F:21].O.C1(C)C=CC(S(O)(=O)=O)=CC=1, predict the reaction product. The product is: [N+:18]([C:16]1[CH:17]=[C:12]([C:11]2[O:22][C:2]3[C:7]([Cl:8])=[CH:6][C:5]([Cl:9])=[CH:4][C:3]=3[N:10]=2)[C:13]([F:21])=[CH:14][CH:15]=1)([O-:20])=[O:19].